From a dataset of CYP1A2 inhibition data for predicting drug metabolism from PubChem BioAssay. Regression/Classification. Given a drug SMILES string, predict its absorption, distribution, metabolism, or excretion properties. Task type varies by dataset: regression for continuous measurements (e.g., permeability, clearance, half-life) or binary classification for categorical outcomes (e.g., BBB penetration, CYP inhibition). Dataset: cyp1a2_veith. (1) The compound is N#Cc1ccc(CN2CCCC3(CCN(C(=O)c4csnn4)CC3)C2)cc1. The result is 0 (non-inhibitor). (2) The drug is COc1cc(OC)nc(Oc2ccccc2C(=O)Oc2cccc(C)c2)n1. The result is 1 (inhibitor). (3) The compound is N#CN(CC(N)=O)c1nc(N2CCCCC2)nc(N2CCCCC2)n1. The result is 1 (inhibitor). (4) The drug is N#Cc1ccc(CN2CCC3(CC2)CCN(C(=O)c2csnn2)CC3)cc1. The result is 0 (non-inhibitor). (5) The drug is O=C(O)[C@@H](c1ccccc1)[C@@H](C(=O)O)c1ccccc1. The result is 0 (non-inhibitor).